Dataset: Forward reaction prediction with 1.9M reactions from USPTO patents (1976-2016). Task: Predict the product of the given reaction. (1) Given the reactants COC(=O)C[S:5][C:6](=S)[C:7]1[CH:12]=[CH:11][CH:10]=[CH:9][CH:8]=1.[NH2:15][NH2:16], predict the reaction product. The product is: [C:6]([NH:15][NH2:16])(=[S:5])[C:7]1[CH:12]=[CH:11][CH:10]=[CH:9][CH:8]=1. (2) Given the reactants [CH2:1]([O:3][C:4](=[O:18])[CH:5]([O:7][C:8]1[CH:13]=[CH:12][C:11]([C:14]([F:17])([F:16])[F:15])=[CH:10][CH:9]=1)[CH3:6])[CH3:2].[CH2:19]([O:26][C:27]1[CH:28]=[C:29]([CH:32]=[CH:33][CH:34]=1)[CH:30]=[O:31])[C:20]1[CH:25]=[CH:24][CH:23]=[CH:22][CH:21]=1.C(O)(=O)C, predict the reaction product. The product is: [CH2:1]([O:3][C:4](=[O:18])[C:5]([CH3:6])([O:7][C:8]1[CH:13]=[CH:12][C:11]([C:14]([F:16])([F:15])[F:17])=[CH:10][CH:9]=1)[CH:30]([C:29]1[CH:32]=[CH:33][CH:34]=[C:27]([O:26][CH2:19][C:20]2[CH:21]=[CH:22][CH:23]=[CH:24][CH:25]=2)[CH:28]=1)[OH:31])[CH3:2]. (3) Given the reactants [Cl:1][C:2]1[CH:7]=[CH:6][CH:5]=[C:4]([Cl:8])[C:3]=1[CH2:9][O:10][C:11]1[CH:16]=[CH:15][C:14]2[C:17]3([CH2:23][O:24][C:13]=2[CH:12]=1)[CH2:22][CH2:21][NH:20][CH2:19][CH2:18]3.[N:25]1(CO)[C:29]2[CH:30]=[CH:31][CH:32]=[CH:33][C:28]=2[N:27]=[N:26]1, predict the reaction product. The product is: [Cl:8][C:4]1[CH:5]=[CH:6][CH:7]=[C:2]([Cl:1])[C:3]=1[CH2:9][O:10][C:11]1[CH:16]=[CH:15][C:14]2[C:17]3([CH2:23][O:24][C:13]=2[CH:12]=1)[CH2:18][CH2:19][NH:20][CH2:21][CH2:22]3.[NH:25]1[C:29]2[CH:30]=[CH:31][CH:32]=[CH:33][C:28]=2[N:27]=[N:26]1. (4) Given the reactants Br[C:2]1[C:3]([O:11][CH3:12])=[CH:4][C:5]([OH:10])=[C:6]([CH:9]=1)[CH:7]=[O:8].[S:13]1[CH:17]=[CH:16][CH:15]=[C:14]1B(O)O.[F-].[K+], predict the reaction product. The product is: [OH:10][C:5]1[CH:4]=[C:3]([O:11][CH3:12])[C:2]([C:14]2[S:13][CH:17]=[CH:16][CH:15]=2)=[CH:9][C:6]=1[CH:7]=[O:8]. (5) Given the reactants [CH:1]([O:4][C:5]1[CH:10]=[CH:9][C:8]([C:11]2[C:12]([C:17]([OH:19])=O)=[CH:13][CH:14]=[CH:15][CH:16]=2)=[CH:7][CH:6]=1)([CH3:3])[CH3:2].C(Cl)(=O)C(Cl)=O.CN(C=O)C.[NH2:31][C:32]1[CH:37]=[CH:36][C:35]([CH2:38][C:39]([O:41][CH2:42][C@@:43]2([C:54]([O:56][CH2:57][CH3:58])=[O:55])[C:51]3[C:46](=[CH:47][CH:48]=[CH:49][CH:50]=3)[C:45](=[O:52])[N:44]2[CH3:53])=[O:40])=[CH:34][C:33]=1[C:59](=[O:63])[N:60]([CH3:62])[CH3:61].CCN(C(C)C)C(C)C, predict the reaction product. The product is: [CH3:62][N:60]([CH3:61])[C:59]([C:33]1[CH:34]=[C:35]([CH2:38][C:39]([O:41][CH2:42][C@@:43]2([C:54]([O:56][CH2:57][CH3:58])=[O:55])[C:51]3[C:46](=[CH:47][CH:48]=[CH:49][CH:50]=3)[C:45](=[O:52])[N:44]2[CH3:53])=[O:40])[CH:36]=[CH:37][C:32]=1[NH:31][C:17]([C:12]1[CH:13]=[CH:14][CH:15]=[CH:16][C:11]=1[C:8]1[CH:7]=[CH:6][C:5]([O:4][CH:1]([CH3:2])[CH3:3])=[CH:10][CH:9]=1)=[O:19])=[O:63]. (6) Given the reactants Cl[C:2]1[N:7]=[N:6][C:5]([C:8]([O:10][CH3:11])=[O:9])=[CH:4][CH:3]=1.[F:12][C:13]1[C:14]([C:19]2([CH2:23][NH2:24])[CH2:22][CH2:21][CH2:20]2)=[N:15][CH:16]=[CH:17][CH:18]=1.CCN(C(C)C)C(C)C.CN1C(=O)CCC1, predict the reaction product. The product is: [F:12][C:13]1[C:14]([C:19]2([CH2:23][NH:24][C:2]3[N:7]=[N:6][C:5]([C:8]([O:10][CH3:11])=[O:9])=[CH:4][CH:3]=3)[CH2:22][CH2:21][CH2:20]2)=[N:15][CH:16]=[CH:17][CH:18]=1. (7) Given the reactants FC(F)(F)S(O[C:7]1[CH2:16][CH2:15][C:14]2[C:9](=[CH:10][CH:11]=[C:12]([C@H:17]3[CH2:26][CH2:25][C@@:19]4([NH:23][C:22](=[O:24])[O:21][CH2:20]4)[CH2:18]3)[CH:13]=2)[CH:8]=1)(=O)=O.[C:29]([C:31]1[CH:36]=[CH:35][CH:34]=[CH:33][C:32]=1[O:37][CH3:38])#[CH:30], predict the reaction product. The product is: [CH3:38][O:37][C:32]1[CH:33]=[CH:34][CH:35]=[CH:36][C:31]=1[C:29]#[C:30][C:7]1[CH2:16][CH2:15][C:14]2[CH:13]=[C:12]([C@H:17]3[CH2:26][CH2:25][C@@:19]4([NH:23][C:22](=[O:24])[O:21][CH2:20]4)[CH2:18]3)[CH:11]=[CH:10][C:9]=2[CH:8]=1.